From a dataset of Full USPTO retrosynthesis dataset with 1.9M reactions from patents (1976-2016). Predict the reactants needed to synthesize the given product. (1) Given the product [F:39][C:38]([F:41])([F:40])[C:36]([OH:42])=[O:37].[F:39][C:38]([F:41])([F:40])[C:36]([OH:42])=[O:37].[Cl:1][C:2]1[CH:33]=[CH:32][C:5]([CH2:6][N:7]2[CH2:12][CH2:11][CH:10]([NH:13][CH2:14][C@@:15]([OH:31])([CH3:30])[CH2:16][O:17][C:18]3[CH:23]=[CH:22][CH:21]=[CH:20][C:19]=3[CH2:24][CH2:25][C:26]([OH:28])=[O:27])[CH2:9][CH2:8]2)=[CH:4][CH:3]=1, predict the reactants needed to synthesize it. The reactants are: [Cl:1][C:2]1[CH:33]=[CH:32][C:5]([CH2:6][N:7]2[CH2:12][CH2:11][CH:10]([NH:13][CH2:14][C@@:15]([OH:31])([CH3:30])[CH2:16][O:17][C:18]3[CH:23]=[CH:22][CH:21]=[CH:20][C:19]=3[CH2:24][CH2:25][C:26]([O:28]C)=[O:27])[CH2:9][CH2:8]2)=[CH:4][CH:3]=1.[OH-].[Na+].[C:36]([OH:42])([C:38]([F:41])([F:40])[F:39])=[O:37]. (2) Given the product [CH2:3]([O:5][C:6](=[CH:12][C:13]1[CH:18]=[CH:17][CH:16]=[C:15]([N+:19]([O-:21])=[O:20])[CH:14]=1)[C:7]([OH:9])=[O:8])[CH3:4], predict the reactants needed to synthesize it. The reactants are: [OH-].[K+].[CH2:3]([O:5][C:6](=[CH:12][C:13]1[CH:18]=[CH:17][CH:16]=[C:15]([N+:19]([O-:21])=[O:20])[CH:14]=1)[C:7]([O:9]CC)=[O:8])[CH3:4]. (3) Given the product [F:8][C:5]1[CH:6]=[CH:7][C:2]([NH:12][CH:13]([CH2:17][CH3:18])[C:14]([OH:16])=[O:15])=[C:3]([N+:9]([O-:11])=[O:10])[CH:4]=1, predict the reactants needed to synthesize it. The reactants are: F[C:2]1[CH:7]=[CH:6][C:5]([F:8])=[CH:4][C:3]=1[N+:9]([O-:11])=[O:10].[NH2:12][CH:13]([CH2:17][CH3:18])[C:14]([OH:16])=[O:15].C(=O)([O-])[O-].[K+].[K+].CS(C)=O. (4) Given the product [F:1][C:2]1[C:3]([NH:22][C:23]2[CH:24]=[C:25]([NH:29][C:30](=[O:33])[CH:31]=[CH2:32])[CH:26]=[CH:27][CH:28]=2)=[N:4][C:5]([NH:8][C:9]2[CH:10]=[CH:11][C:12]([OH:15])=[CH:13][CH:14]=2)=[N:6][CH:7]=1, predict the reactants needed to synthesize it. The reactants are: [F:1][C:2]1[C:3]([NH:22][C:23]2[CH:24]=[C:25]([NH:29][C:30](=[O:33])[CH:31]=[CH2:32])[CH:26]=[CH:27][CH:28]=2)=[N:4][C:5]([NH:8][C:9]2[CH:14]=[CH:13][C:12]([O:15]COCCOC)=[CH:11][CH:10]=2)=[N:6][CH:7]=1.C(O)(C(F)(F)F)=O. (5) Given the product [CH3:23][O:22][C:20](=[O:21])[C:19]1[CH:18]=[C:17]([O:16][CH2:6][CH:5]=[C:4]([CH3:9])[CH3:3])[CH:26]=[C:25]([OH:27])[CH:24]=1, predict the reactants needed to synthesize it. The reactants are: CO[C:3](=O)[C:4]1[CH:9]=C(O)C=[C:6](OCC=C)[CH:5]=1.[OH:16][C:17]1[CH:18]=[C:19]([CH:24]=[C:25]([OH:27])[CH:26]=1)[C:20]([O:22][CH3:23])=[O:21].C(=O)([O-])[O-].[K+].[K+].BrCC=C(C)C. (6) The reactants are: [Cl:1][C:2]1[CH:3]=[C:4]([CH:8]=[CH:9][N:10]=1)[C:5](O)=[O:6].CSC.B.O.Cl. Given the product [Cl:1][C:2]1[CH:3]=[C:4]([CH2:5][OH:6])[CH:8]=[CH:9][N:10]=1, predict the reactants needed to synthesize it. (7) Given the product [Cl:51][C:48]1[CH:47]=[CH:46][C:45]([C@@H:43]([N:41]2[C:42]3[C@@H:30]([CH2:29][C:28]([OH:57])=[O:27])[CH2:31][CH2:32][CH2:33][C:34]=3[C:35]3[C:40]2=[C:39]([S:52]([CH3:55])(=[O:53])=[O:54])[CH:38]=[C:37]([F:56])[CH:36]=3)[CH3:44])=[CH:50][CH:49]=1, predict the reactants needed to synthesize it. The reactants are: C(C(C1C2NC3C(=CC(F)=CC=3S(C)(=O)=O)C=2CCC1)C([O-])=O)C.C([O:27][C:28](=[O:57])[CH2:29][C@H:30]1[C:42]2[N:41]([C@H:43]([C:45]3[CH:50]=[CH:49][C:48]([Cl:51])=[CH:47][CH:46]=3)[CH3:44])[C:40]3[C:35](=[CH:36][C:37]([F:56])=[CH:38][C:39]=3[S:52]([CH3:55])(=[O:54])=[O:53])[C:34]=2[CH2:33][CH2:32][CH2:31]1)C. (8) Given the product [C:1]([O:7][C@@H:8]1[C@@H:12]([CH2:13][OH:14])[O:11][C@@H:10]([N:15]2[CH:22]=[C:21]([C:43]#[C:42][CH2:41][NH:40][C:33]([O:35][C:36]([CH3:39])([CH3:38])[CH3:37])=[O:34])[C:19](=[O:20])[NH:18][C:16]2=[O:17])[CH2:9]1)(=[O:6])[C:2]([CH3:5])([CH3:4])[CH3:3], predict the reactants needed to synthesize it. The reactants are: [C:1]([O:7][C@@H:8]1[C@@H:12]([CH2:13][OH:14])[O:11][C@@H:10]([N:15]2[CH:22]=[C:21](I)[C:19](=[O:20])[NH:18][C:16]2=[O:17])[CH2:9]1)(=[O:6])[C:2]([CH3:5])([CH3:4])[CH3:3].CCN(C(C)C)C(C)C.[C:33]([NH:40][CH2:41][C:42]#[CH:43])([O:35][C:36]([CH3:39])([CH3:38])[CH3:37])=[O:34]. (9) The reactants are: [Cl:1][C:2]1[CH:3]=[C:4]([C@@H:9]([OH:22])[CH2:10][N:11]([CH2:19][CH2:20]O)C(=O)OC(C)(C)C)[CH:5]=[CH:6][C:7]=1[Cl:8].C1(P(C2C=CC=CC=2)C2C=CC=CC=2)C=CC=CC=1.C(OC(N=NC(=O)OC(C)C)=O)(C)C.Cl.[CH3:57][C:58]1[CH:84]=[CH:83][C:61]([C:62]([O:64][C@H:65]([C@@H:69]([O:73][C:74](=[O:82])[C:75]2[CH:80]=[CH:79][C:78]([CH3:81])=[CH:77][CH:76]=2)[C:70]([OH:72])=[O:71])[C:66]([OH:68])=[O:67])=[O:63])=[CH:60][CH:59]=1. Given the product [CH3:57][C:58]1[CH:59]=[CH:60][C:61]([C:62]([O:64][C@H:65]([C@@H:69]([O:73][C:74](=[O:82])[C:75]2[CH:76]=[CH:77][C:78]([CH3:81])=[CH:79][CH:80]=2)[C:70]([OH:72])=[O:71])[C:66]([OH:68])=[O:67])=[O:63])=[CH:83][CH:84]=1.[Cl:1][C:2]1[CH:3]=[C:4]([C@H:9]2[O:22][CH2:20][CH2:19][NH:11][CH2:10]2)[CH:5]=[CH:6][C:7]=1[Cl:8], predict the reactants needed to synthesize it.